This data is from Forward reaction prediction with 1.9M reactions from USPTO patents (1976-2016). The task is: Predict the product of the given reaction. (1) Given the reactants [N+:1]([C:4]1[CH:9]=[CH:8][CH:7]=[CH:6][C:5]=1[OH:10])([O-:3])=[O:2].[CH3:11][O:12][C:13]([C:15]1[CH:20]=[CH:19][C:18]([C:21](Cl)=[O:22])=[CH:17][CH:16]=1)=[O:14], predict the reaction product. The product is: [N+:1]([C:4]1[CH:9]=[CH:8][CH:7]=[CH:6][C:5]=1[O:10][C:21](=[O:22])[C:18]1[CH:17]=[CH:16][C:15]([C:13]([O:12][CH3:11])=[O:14])=[CH:20][CH:19]=1)([O-:3])=[O:2]. (2) Given the reactants [Cl:1][C:2]1[CH:3]=[CH:4][C:5]2[O:9][C:8]([C:10]3[CH:53]=[CH:52][C:13]([CH2:14][O:15][C:16]4[CH:21]=[CH:20][CH:19]=[CH:18][C:17]=4[CH2:22][CH2:23][N:24]([CH2:40][CH2:41][C:42]4[CH:47]=[CH:46][C:45]([C:48]([O:50]C)=[O:49])=[CH:44][CH:43]=4)[CH:25]4[CH2:34][CH2:33][CH2:32][C:31]5[N:30]=[C:29]([C:35]([O:37]CC)=[O:36])[CH:28]=[CH:27][C:26]4=5)=[CH:12][CH:11]=3)=[N:7][C:6]=2[CH:54]=1.O.[OH-].[Li+], predict the reaction product. The product is: [C:48]([C:45]1[CH:46]=[CH:47][C:42]([CH2:41][CH2:40][N:24]([CH2:23][CH2:22][C:17]2[CH:18]=[CH:19][CH:20]=[CH:21][C:16]=2[O:15][CH2:14][C:13]2[CH:12]=[CH:11][C:10]([C:8]3[O:9][C:5]4[CH:4]=[CH:3][C:2]([Cl:1])=[CH:54][C:6]=4[N:7]=3)=[CH:53][CH:52]=2)[CH:25]2[CH2:34][CH2:33][CH2:32][C:31]3[N:30]=[C:29]([C:35]([OH:37])=[O:36])[CH:28]=[CH:27][C:26]2=3)=[CH:43][CH:44]=1)([OH:50])=[O:49]. (3) The product is: [C:1]([C:4]1[CH:33]=[CH:32][C:7]2[NH:8][C:9]([C:11]3[CH:12]=[C:13]([C:29]([NH:34][CH2:35][CH2:36][S:37]([OH:40])(=[O:39])=[O:38])=[O:30])[CH:14]=[C:15]([C:18]4[CH:23]=[C:22]([S:24](=[O:27])(=[O:26])[NH2:25])[CH:21]=[CH:20][C:19]=4[OH:28])[C:16]=3[OH:17])=[N:10][C:6]=2[CH:5]=1)(=[NH:3])[NH2:2]. Given the reactants [C:1]([C:4]1[CH:33]=[CH:32][C:7]2[NH:8][C:9]([C:11]3[CH:12]=[C:13]([C:29](O)=[O:30])[CH:14]=[C:15]([C:18]4[CH:23]=[C:22]([S:24](=[O:27])(=[O:26])[NH2:25])[CH:21]=[CH:20][C:19]=4[OH:28])[C:16]=3[OH:17])=[N:10][C:6]=2[CH:5]=1)(=[NH:3])[NH2:2].[NH2:34][CH2:35][CH2:36][S:37]([O-:40])(=[O:39])=[O:38].[Li+], predict the reaction product.